This data is from Reaction yield outcomes from USPTO patents with 853,638 reactions. The task is: Predict the reaction yield, written as a fraction of the theoretical maximum amount of product (1.0 means a 100% yield; for example, 0.34 means a 34% yield). (1) The reactants are [CH2:1]([O:3][CH:4]([O:8][CH2:9][CH3:10])[C:5](=[S:7])[NH2:6])[CH3:2].C([CH:13](Br)[C:14](=O)[C:15]([O-:17])=[O:16])C.[CH2:20](O)[CH3:21]. No catalyst specified. The product is [CH2:1]([O:3][CH:4]([O:8][CH2:9][CH3:10])[C:5]1[S:7][CH:13]=[C:14]([C:15]([O:17][CH2:20][CH3:21])=[O:16])[N:6]=1)[CH3:2]. The yield is 0.930. (2) The reactants are [NH2:1][C:2]1[N:10]=[C:9]([O:11][CH2:12][CH2:13][O:14][CH3:15])[N:8]=[C:7]2[C:3]=1[N:4]=[C:5]([OH:23])[N:6]2[CH2:16][C:17]1[CH:22]=[CH:21][CH:20]=[CH:19][CH:18]=1.CCN(C(C)C)C(C)C.Cl[C:34]([O:36][CH2:37][CH3:38])=[O:35].CO. The catalyst is C(Cl)Cl.CN(C1C=CN=CC=1)C. The product is [CH2:37]([O:36][C:34](=[O:35])[O:23][C:5]1[N:6]([CH2:16][C:17]2[CH:22]=[CH:21][CH:20]=[CH:19][CH:18]=2)[C:7]2[C:3]([N:4]=1)=[C:2]([NH2:1])[N:10]=[C:9]([O:11][CH2:12][CH2:13][O:14][CH3:15])[N:8]=2)[CH3:38]. The yield is 0.800. (3) The catalyst is C(O)C.[Pd]. The reactants are [CH:1]1([C:4]2[C:13]3[C:8](=[CH:9][CH:10]=[CH:11][CH:12]=3)[C:7]([N+:14]([O-])=O)=[CH:6][CH:5]=2)[CH2:3][CH2:2]1. The yield is 0.730. The product is [NH2:14][C:7]1[C:8]2[C:13](=[CH:12][CH:11]=[CH:10][CH:9]=2)[C:4]([CH:1]2[CH2:3][CH2:2]2)=[CH:5][CH:6]=1. (4) The reactants are [CH2:1]([C@@H:8]1[CH2:12][O:11][C:10](=[O:13])[N:9]1[C:14](=[O:23])[CH2:15][C:16]1[CH:21]=[CH:20][C:19]([Br:22])=[CH:18][CH:17]=1)[C:2]1[CH:7]=[CH:6][CH:5]=[CH:4][CH:3]=1.[CH3:24][Si]([N-][Si](C)(C)C)(C)C.[Na+].CI. The catalyst is C1COCC1. The product is [CH2:1]([C@@H:8]1[CH2:12][O:11][C:10](=[O:13])[N:9]1[C:14](=[O:23])[C@@H:15]([C:16]1[CH:17]=[CH:18][C:19]([Br:22])=[CH:20][CH:21]=1)[CH3:24])[C:2]1[CH:7]=[CH:6][CH:5]=[CH:4][CH:3]=1. The yield is 0.180. (5) The reactants are O[C:2]1[CH:11]=[C:10]2[C:5]([C:6](OC3C=C4C(=CC=3)NC=C4)=[N:7][CH:8]=[N:9]2)=[CH:4][C:3]=1OC.C1(P(C2C=CC=CC=2)C2C=CC=CC=2)C=CC=CC=1.OCCN1CCOCC1.N(C(OCC)=O)=NC(OCC)=O. The catalyst is C(Cl)Cl. The product is [N:9]1[C:10]2[C:5](=[CH:4][CH:3]=[CH:2][CH:11]=2)[CH:6]=[N:7][CH:8]=1. The yield is 0.550.